This data is from Forward reaction prediction with 1.9M reactions from USPTO patents (1976-2016). The task is: Predict the product of the given reaction. (1) Given the reactants [NH2:1][C:2]1[C:6]([C:7]([O:9]CC)=[O:8])=[CH:5][NH:4][N:3]=1.[F:12][CH:13]([F:29])[C:14](=O)[CH2:15][C:16]([C:18]1[CH:23]=[CH:22][C:21]([C:24]([F:27])([F:26])[F:25])=[CH:20][CH:19]=1)=O.CO.S(=O)(=O)(O)O, predict the reaction product. The product is: [F:29][CH:13]([F:12])[C:14]1[N:3]2[N:4]=[CH:5][C:6]([C:7]([OH:9])=[O:8])=[C:2]2[N:1]=[C:16]([C:18]2[CH:23]=[CH:22][C:21]([C:24]([F:25])([F:26])[F:27])=[CH:20][CH:19]=2)[CH:15]=1. (2) Given the reactants F[C:2](F)(F)[C:3]([OH:5])=O.[CH2:8]([O:12][C:13]1[NH:14][C:15]([NH2:24])=[C:16]2[C:20]([N:21]=1)=[N:19][C:18]([O:22][CH3:23])=[N:17]2)[CH2:9][CH2:10][CH3:11].C([O-])([O-])=O.[K+].[K+].Br[CH2:32][CH2:33]CBr.Cl.O1[CH2:41][CH2:40][C@@H:39]([NH2:42])C1.CC(N=C(N(C)C)N(C)C)(C)C, predict the reaction product. The product is: [CH2:8]([O:12][C:13]1[N:21]=[C:20]2[C:16]([N:17]=[C:18]([O:22][CH3:23])[N:19]2[CH2:41][CH2:40][CH2:39][NH:42][C@@H:3]2[CH2:2][CH2:33][CH2:32][O:5]2)=[C:15]([NH2:24])[N:14]=1)[CH2:9][CH2:10][CH3:11]. (3) Given the reactants [CH3:1][C:2]1[CH:7]=[C:6]([CH:8]2[CH2:13][CH2:12][N:11]([CH3:14])[CH2:10][CH2:9]2)[CH:5]=[CH:4][C:3]=1[NH:15][C:16]1[N:21]=[C:20]([CH2:22][CH2:23][C:24]2[CH:29]=[CH:28][CH:27]=[CH:26][C:25]=2[CH2:30][C:31]([O:33]C)=O)[C:19]([C:35]([F:38])([F:37])[F:36])=[CH:18][N:17]=1.O[Li].O.C1C=CC2N(O)N=[N:48]C=2C=1.CCN=C=NCCCN(C)C.Cl.C(=O)([O-])[O-].[NH4+].[NH4+].CCN(C(C)C)C(C)C, predict the reaction product. The product is: [CH3:1][C:2]1[CH:7]=[C:6]([CH:8]2[CH2:9][CH2:10][N:11]([CH3:14])[CH2:12][CH2:13]2)[CH:5]=[CH:4][C:3]=1[NH:15][C:16]1[N:21]=[C:20]([CH2:22][CH2:23][C:24]2[CH:29]=[CH:28][CH:27]=[CH:26][C:25]=2[CH2:30][C:31]([NH2:48])=[O:33])[C:19]([C:35]([F:36])([F:37])[F:38])=[CH:18][N:17]=1.